From a dataset of Peptide-MHC class II binding affinity with 134,281 pairs from IEDB. Regression. Given a peptide amino acid sequence and an MHC pseudo amino acid sequence, predict their binding affinity value. This is MHC class II binding data. (1) The binding affinity (normalized) is 0.519. The MHC is DRB1_0101 with pseudo-sequence DRB1_0101. The peptide sequence is VNPLTLTAAVLLLVT. (2) The peptide sequence is IGNGGPCLFMRTVSH. The MHC is HLA-DQA10401-DQB10402 with pseudo-sequence HLA-DQA10401-DQB10402. The binding affinity (normalized) is 0.0928. (3) The peptide sequence is KAAMGLRISSSFSFG. The binding affinity (normalized) is 0.898. The MHC is DRB1_1302 with pseudo-sequence DRB1_1302. (4) The peptide sequence is LMFLQNLKLGDDQYV. The binding affinity (normalized) is 0.574. The MHC is DRB5_0101 with pseudo-sequence DRB5_0101. (5) The peptide sequence is DDLMIRVIAQGPTAT. The MHC is DRB3_0202 with pseudo-sequence DRB3_0202. The binding affinity (normalized) is 0.510. (6) The MHC is H-2-IAb with pseudo-sequence H-2-IAb. The peptide sequence is LRKYVYNYEAESSSGV. The binding affinity (normalized) is 0. (7) The peptide sequence is SFDLELSWNLNGLQAY. The MHC is DRB1_0401 with pseudo-sequence DRB1_0401. The binding affinity (normalized) is 0.557.